Dataset: Peptide-MHC class I binding affinity with 185,985 pairs from IEDB/IMGT. Task: Regression. Given a peptide amino acid sequence and an MHC pseudo amino acid sequence, predict their binding affinity value. This is MHC class I binding data. (1) The peptide sequence is IMTGDTPI. The MHC is Mamu-B17 with pseudo-sequence Mamu-B17. The binding affinity (normalized) is 0.146. (2) The peptide sequence is GLYNFATCGL. The MHC is HLA-A02:03 with pseudo-sequence HLA-A02:03. The binding affinity (normalized) is 0.924. (3) The peptide sequence is TTEANAGQF. The MHC is HLA-B39:01 with pseudo-sequence HLA-B39:01. The binding affinity (normalized) is 0.0847. (4) The peptide sequence is HQFTSNPEV. The MHC is HLA-B15:17 with pseudo-sequence HLA-B15:17. The binding affinity (normalized) is 0.0847.